From a dataset of Full USPTO retrosynthesis dataset with 1.9M reactions from patents (1976-2016). Predict the reactants needed to synthesize the given product. (1) Given the product [CH2:24]([O:23][C:20]1[N:19]=[CH:18][C:17]([C:15]2[S:16][C:10]3[C:9]([OH:28])=[C:8]([C:6]([NH:5][CH2:4][C:3]([OH:29])=[O:2])=[O:7])[N:13]=[CH:12][C:11]=3[N:14]=2)=[CH:22][CH:21]=1)[CH2:25][CH2:26][CH3:27], predict the reactants needed to synthesize it. The reactants are: C[O:2][C:3](=[O:29])[CH2:4][NH:5][C:6]([C:8]1[N:13]=[CH:12][C:11]2[N:14]=[C:15]([C:17]3[CH:18]=[N:19][C:20]([O:23][CH2:24][CH2:25][CH2:26][CH3:27])=[CH:21][CH:22]=3)[S:16][C:10]=2[C:9]=1[OH:28])=[O:7].[OH-].[Li+]. (2) Given the product [Br:1][C:2]1[CH:7]=[CH:6][C:5]([C:8]([F:10])([F:11])[F:9])=[CH:4][C:3]=1[C:12](=[O:14])[CH3:13], predict the reactants needed to synthesize it. The reactants are: [Br:1][C:2]1[CH:7]=[CH:6][C:5]([C:8]([F:11])([F:10])[F:9])=[CH:4][C:3]=1[CH:12]([OH:14])[CH3:13].I(C1C=CC=CC=1C(O)=O)(=O)=O. (3) Given the product [Br:17][C:18]1[CH:23]=[CH:22][C:21]([N:24]2[N:25]=[CH:3][CH:1]=[N+:5]2[O-:6])=[CH:20][CH:19]=1, predict the reactants needed to synthesize it. The reactants are: [CH:1]([CH:3]=O)=O.[NH2:5][OH:6].Cl.C(=O)([O-])[O-].[Na+].[Na+].C(=O)=O.[Br:17][C:18]1[CH:23]=[CH:22][C:21]([NH:24][NH2:25])=[CH:20][CH:19]=1.